This data is from Full USPTO retrosynthesis dataset with 1.9M reactions from patents (1976-2016). The task is: Predict the reactants needed to synthesize the given product. (1) Given the product [Cl:1][C:2]1[C:3]([C:9]([F:15])([F:16])[CH2:10][OH:11])=[N:4][CH:5]=[C:6]([Cl:8])[CH:7]=1, predict the reactants needed to synthesize it. The reactants are: [Cl:1][C:2]1[C:3]([C:9]([F:16])([F:15])[C:10](OCC)=[O:11])=[N:4][CH:5]=[C:6]([Cl:8])[CH:7]=1.[BH4-].[Na+].Cl.O. (2) Given the product [N:17]1([S:14]([C:7]2[C:6]3[C:10](=[C:2]([NH:1][CH2:23][C:25]4[CH:30]=[CH:29][N:28]=[CH:27][CH:26]=4)[CH:3]=[CH:4][CH:5]=3)[NH:9][C:8]=2[C:11]([NH2:13])=[O:12])(=[O:16])=[O:15])[CH2:18][CH2:19][O:20][CH2:21][CH2:22]1, predict the reactants needed to synthesize it. The reactants are: [NH2:1][C:2]1[CH:3]=[CH:4][CH:5]=[C:6]2[C:10]=1[NH:9][C:8]([C:11]([NH2:13])=[O:12])=[C:7]2[S:14]([N:17]1[CH2:22][CH2:21][O:20][CH2:19][CH2:18]1)(=[O:16])=[O:15].[CH:23]([C:25]1[CH:30]=[CH:29][N:28]=[CH:27][CH:26]=1)=O.[BH4-].[Na+].